From a dataset of Full USPTO retrosynthesis dataset with 1.9M reactions from patents (1976-2016). Predict the reactants needed to synthesize the given product. (1) Given the product [Cl:1][C:2]1[CH:15]=[CH:14][CH:13]=[CH:12][C:3]=1[CH2:4][C:5]1[N:9]([CH3:10])[C:8]([NH:11][C:23](=[O:24])[CH:22]([C:16]2[CH:21]=[CH:20][CH:19]=[CH:18][CH:17]=2)[CH2:26][CH3:27])=[N:7][CH:6]=1, predict the reactants needed to synthesize it. The reactants are: [Cl:1][C:2]1[CH:15]=[CH:14][CH:13]=[CH:12][C:3]=1[CH2:4][C:5]1[N:9]([CH3:10])[C:8]([NH2:11])=[N:7][CH:6]=1.[C:16]1([CH:22]([CH2:26][CH3:27])[C:23](O)=[O:24])[CH:21]=[CH:20][CH:19]=[CH:18][CH:17]=1.C(N(CC)CC)C.F[P-](F)(F)(F)(F)F.N1(OC(N(C)C)=[N+](C)C)C2N=CC=CC=2N=N1. (2) Given the product [F:15][C:16]1[CH:23]=[CH:22][CH:21]=[C:20]([Cl:24])[C:17]=1[C:18]1[NH:1][N:2]=[C:3]([C:4]2[CH:5]=[N:6][CH:7]=[CH:8][C:9]=2[C:10]([F:11])([F:12])[F:13])[N:14]=1, predict the reactants needed to synthesize it. The reactants are: [NH2:1][NH:2][C:3](=[NH:14])[C:4]1[C:9]([C:10]([F:13])([F:12])[F:11])=[CH:8][CH:7]=[N:6][CH:5]=1.[F:15][C:16]1[CH:23]=[CH:22][CH:21]=[C:20]([Cl:24])[C:17]=1[CH:18]=O. (3) The reactants are: CO[C:3]([C:5]1[CH:18]=[C:8]2[N:9]=[C:10]([CH3:17])[CH:11]=[C:12]([C:13]([F:16])([F:15])[F:14])[N:7]2[N:6]=1)=[O:4].[OH-].[Na+].[CH:21]1[CH:22]=[CH:23]C2N(O)N=[N:27][C:25]=2[CH:26]=1.CCN=C=NCCCN(C)C.C(N(C(C)C)CC)(C)C.CC1CCCCN1. Given the product [CH3:17][C:10]1[CH:11]=[C:12]([C:13]([F:16])([F:15])[F:14])[N:7]2[N:6]=[C:5]([C:3]([N:27]3[CH2:23][CH2:22][CH2:21][CH2:26][CH2:25]3)=[O:4])[CH:18]=[C:8]2[N:9]=1, predict the reactants needed to synthesize it. (4) Given the product [F:1][C:2]1[CH:10]=[C:9]([F:11])[CH:8]=[C:7]2[C:3]=1[CH:4]=[CH:5][N:6]2[CH2:12][C:13]([OH:15])=[O:14], predict the reactants needed to synthesize it. The reactants are: [F:1][C:2]1[CH:10]=[C:9]([F:11])[CH:8]=[C:7]2[C:3]=1[CH:4]=[CH:5][N:6]2[CH2:12][C:13]([O:15]CC)=[O:14].CC(C)C(N1C=CC(C(F)(F)F)=N1)C(OCC)=O. (5) Given the product [C:1]([NH:4][CH2:5][CH2:6][CH2:7][S:8]([O:11][CH2:12][C:13]([CH3:26])([CH3:25])[C@@H:14]([O:17][CH2:18][C:19]1[CH:24]=[CH:23][CH:22]=[CH:21][CH:20]=1)[C:15]([OH:29])=[O:16])(=[O:9])=[O:10])(=[O:3])[CH3:2], predict the reactants needed to synthesize it. The reactants are: [C:1]([NH:4][CH2:5][CH2:6][CH2:7][S:8]([O:11][CH2:12][C:13]([CH3:26])([CH3:25])[C@@H:14]([O:17][CH2:18][C:19]1[CH:24]=[CH:23][CH:22]=[CH:21][CH:20]=1)[CH:15]=[O:16])(=[O:10])=[O:9])(=[O:3])[CH3:2].CC(C)=[O:29]. (6) Given the product [C:2]1([C:1]2[CH2:9][C:10]([OH:19])([C:12]([F:13])([F:14])[F:15])[O:18][N:17]=2)[CH:7]=[CH:6][CH:5]=[CH:4][CH:3]=1, predict the reactants needed to synthesize it. The reactants are: [C:1]([CH2:9][C:10]([C:12]([F:15])([F:14])[F:13])=O)(=O)[C:2]1[CH:7]=[CH:6][CH:5]=[CH:4][CH:3]=1.Cl.[NH2:17][OH:18].[OH-:19].[Na+].